From a dataset of Reaction yield outcomes from USPTO patents with 853,638 reactions. Predict the reaction yield, written as a fraction of the theoretical maximum amount of product (1.0 means a 100% yield; for example, 0.34 means a 34% yield). (1) The reactants are [Br:1][C:2]1[CH:7]=[CH:6][C:5]([CH2:8][C:9]#[N:10])=[CH:4][CH:3]=1.Br[CH2:12][CH2:13]Cl.[OH-].[Na+]. The catalyst is [Cl-].C([N+](CC)(CC)CC1C=CC=CC=1)C. The product is [Br:1][C:2]1[CH:7]=[CH:6][C:5]([C:8]2([C:9]#[N:10])[CH2:13][CH2:12]2)=[CH:4][CH:3]=1. The yield is 0.610. (2) The reactants are [C:1]([Si:5]([CH3:15])([CH3:14])[O:6][C@H:7]1[CH2:12][NH:11][CH2:10][C@H:9]([OH:13])[CH2:8]1)([CH3:4])([CH3:3])[CH3:2].[F:16][C:17]([F:28])([F:27])[C:18](O[C:18](=[O:19])[C:17]([F:28])([F:27])[F:16])=[O:19].O. The catalyst is N1C=CC=CC=1.CCO. The product is [C:1]([Si:5]([CH3:15])([CH3:14])[O:6][CH:7]1[CH2:8][CH:9]([OH:13])[CH2:10][N:11]([C:18](=[O:19])[C:17]([F:28])([F:27])[F:16])[CH2:12]1)([CH3:4])([CH3:3])[CH3:2]. The yield is 0.950.